Predict the reactants needed to synthesize the given product. From a dataset of Full USPTO retrosynthesis dataset with 1.9M reactions from patents (1976-2016). (1) Given the product [NH2:23][C:10]1[CH:11]=[C:12]([NH:15][C:16]([C:18]2[O:19][CH:20]=[CH:21][CH:22]=2)=[O:17])[CH:13]=[CH:14][C:9]=1[S:8][C:5]1[CH:4]=[CH:3][C:2]([OH:1])=[CH:7][CH:6]=1, predict the reactants needed to synthesize it. The reactants are: [OH:1][C:2]1[CH:7]=[CH:6][C:5]([S:8][C:9]2[CH:14]=[CH:13][C:12]([NH:15][C:16]([C:18]3[O:19][CH:20]=[CH:21][CH:22]=3)=[O:17])=[CH:11][C:10]=2[N+:23]([O-])=O)=[CH:4][CH:3]=1.[NH4+].[Cl-]. (2) Given the product [Br:1][C:2]1[CH:24]=[CH:23][C:5]([C@H:6](/[CH:20]=[CH:21]/[CH3:22])[C@@H:7]([C:16]([OH:18])=[O:17])[NH:8][C:9]([O:11][C:12]([CH3:14])([CH3:15])[CH3:13])=[O:10])=[CH:4][CH:3]=1, predict the reactants needed to synthesize it. The reactants are: [Br:1][C:2]1[CH:24]=[CH:23][C:5]([C@H:6](/[CH:20]=[CH:21]/[CH3:22])[C@@H:7]([C:16]([O:18]C)=[O:17])[NH:8][C:9]([O:11][C:12]([CH3:15])([CH3:14])[CH3:13])=[O:10])=[CH:4][CH:3]=1.CO.[OH-].[Na+].